The task is: Regression. Given two drug SMILES strings and cell line genomic features, predict the synergy score measuring deviation from expected non-interaction effect.. This data is from NCI-60 drug combinations with 297,098 pairs across 59 cell lines. (1) Drug 1: CC1=C(C=C(C=C1)NC2=NC=CC(=N2)N(C)C3=CC4=NN(C(=C4C=C3)C)C)S(=O)(=O)N.Cl. Drug 2: C1CC(C1)(C(=O)O)C(=O)O.[NH2-].[NH2-].[Pt+2]. Cell line: NCI-H460. Synergy scores: CSS=41.5, Synergy_ZIP=-0.289, Synergy_Bliss=-1.85, Synergy_Loewe=-11.6, Synergy_HSA=-3.96. (2) Drug 1: COC1=C2C(=CC3=C1OC=C3)C=CC(=O)O2. Drug 2: C1CN(P(=O)(OC1)NCCCl)CCCl. Cell line: PC-3. Synergy scores: CSS=-2.96, Synergy_ZIP=1.92, Synergy_Bliss=2.44, Synergy_Loewe=-0.805, Synergy_HSA=-1.43.